Dataset: Reaction yield outcomes from USPTO patents with 853,638 reactions. Task: Predict the reaction yield, written as a fraction of the theoretical maximum amount of product (1.0 means a 100% yield; for example, 0.34 means a 34% yield). (1) The reactants are [CH2:1]([O:3][C:4](=[O:34])[CH2:5][N:6]1[C:14]2[CH2:13][CH2:12][CH2:11][CH:10]([NH:15][S:16]([C:19]3[CH:20]=[N:21][C:22]([O:26][C:27]4[CH:32]=[CH:31][C:30]([Cl:33])=[CH:29][CH:28]=4)=[C:23](Br)[CH:24]=3)(=[O:18])=[O:17])[C:9]=2[CH:8]=[N:7]1)[CH3:2].[CH3:35]C(C)([O-])C.[K+].CB(O)O.C(O)(=O)C. The catalyst is CN(C)C=O.C1C=CC([P]([Pd]([P](C2C=CC=CC=2)(C2C=CC=CC=2)C2C=CC=CC=2)([P](C2C=CC=CC=2)(C2C=CC=CC=2)C2C=CC=CC=2)[P](C2C=CC=CC=2)(C2C=CC=CC=2)C2C=CC=CC=2)(C2C=CC=CC=2)C2C=CC=CC=2)=CC=1. The product is [CH2:1]([O:3][C:4](=[O:34])[CH2:5][N:6]1[C:14]2[CH2:13][CH2:12][CH2:11][CH:10]([NH:15][S:16]([C:19]3[CH:20]=[N:21][C:22]([O:26][C:27]4[CH:32]=[CH:31][C:30]([Cl:33])=[CH:29][CH:28]=4)=[C:23]([CH3:35])[CH:24]=3)(=[O:18])=[O:17])[C:9]=2[CH:8]=[N:7]1)[CH3:2]. The yield is 0.480. (2) The reactants are [CH3:1][C:2]1[CH:11]=[CH:10][C:9]2[CH2:8][CH2:7][CH2:6][CH:5]([NH2:12])[C:4]=2[N:3]=1.[O:13]=[C:14]1[C:22]2[C:17](=[CH:18][CH:19]=[CH:20][CH:21]=2)[C:16](=[O:23])[N:15]1[CH2:24][CH2:25][CH2:26][CH:27]=O.C(O[BH-](OC(=O)C)OC(=O)C)(=O)C.[Na+].C(=O)(O)[O-].[Na+]. The catalyst is C(Cl)Cl. The product is [CH3:1][C:2]1[CH:11]=[CH:10][C:9]2[CH2:8][CH2:7][CH2:6][CH:5]([NH:12][CH2:27][CH2:26][CH2:25][CH2:24][N:15]3[C:16](=[O:23])[C:17]4[C:22](=[CH:21][CH:20]=[CH:19][CH:18]=4)[C:14]3=[O:13])[C:4]=2[N:3]=1. The yield is 0.790. (3) The reactants are [F:1][C:2]([F:32])([F:31])[C:3]([CH2:19][C:20]1[NH:21][C:22]2[C:27]([CH:28]=1)=[CH:26][C:25]([S:29][CH3:30])=[CH:24][CH:23]=2)([OH:18])[CH2:4][C:5]([C:8]1[C:16]2[O:15][CH2:14][CH2:13][C:12]=2[CH:11]=[C:10]([F:17])[CH:9]=1)([CH3:7])[CH3:6].I([O-])(=O)(=O)=[O:34].[Na+]. The catalyst is CO.[Cl-].[Na+].O. The product is [F:32][C:2]([F:1])([F:31])[C:3]([CH2:19][C:20]1[NH:21][C:22]2[C:27]([CH:28]=1)=[CH:26][C:25]([S:29]([CH3:30])=[O:34])=[CH:24][CH:23]=2)([OH:18])[CH2:4][C:5]([C:8]1[C:16]2[O:15][CH2:14][CH2:13][C:12]=2[CH:11]=[C:10]([F:17])[CH:9]=1)([CH3:7])[CH3:6]. The yield is 0.770. (4) The reactants are Br[C:2]1[C:3]2[N:4]([CH:9]=[CH:10][N:11]=2)[N:5]=[C:6]([Cl:8])[CH:7]=1.[CH3:12][CH:13]1[CH2:17][CH2:16][CH2:15][N:14]1[C:18]1[N:23]=[C:22]([NH2:24])[CH:21]=[CH:20][CH:19]=1.C1C=CC(P(C2C(C3C(P(C4C=CC=CC=4)C4C=CC=CC=4)=CC=C4C=3C=CC=C4)=C3C(C=CC=C3)=CC=2)C2C=CC=CC=2)=CC=1.C([O-])([O-])=O.[Cs+].[Cs+]. The catalyst is O1CCOCC1.C1C=CC(/C=C/C(/C=C/C2C=CC=CC=2)=O)=CC=1.C1C=CC(/C=C/C(/C=C/C2C=CC=CC=2)=O)=CC=1.C1C=CC(/C=C/C(/C=C/C2C=CC=CC=2)=O)=CC=1.[Pd].[Pd]. The product is [Cl:8][C:6]1[CH:7]=[C:2]([NH:24][C:22]2[CH:21]=[CH:20][CH:19]=[C:18]([N:14]3[CH2:15][CH2:16][CH2:17][CH:13]3[CH3:12])[N:23]=2)[C:3]2[N:4]([CH:9]=[CH:10][N:11]=2)[N:5]=1. The yield is 0.850. (5) The reactants are C([O:3][C:4](=[O:30])[CH2:5][C:6]1[CH:11]=[CH:10][CH:9]=[C:8]([O:12][CH2:13]/[CH:14]=[C:15](/[C:17]2[CH:22]=[CH:21][C:20]([C:23]3[CH:28]=[CH:27][C:26]([Br:29])=[CH:25][CH:24]=3)=[CH:19][CH:18]=2)\[CH3:16])[CH:7]=1)C.C(O)C. The catalyst is [OH-].[Na+].Cl.C(OCC)(=O)C. The product is [Br:29][C:26]1[CH:27]=[CH:28][C:23]([C:20]2[CH:19]=[CH:18][C:17](/[C:15](/[CH3:16])=[CH:14]/[CH2:13][O:12][C:8]3[CH:7]=[C:6]([CH2:5][C:4]([OH:30])=[O:3])[CH:11]=[CH:10][CH:9]=3)=[CH:22][CH:21]=2)=[CH:24][CH:25]=1. The yield is 0.980. (6) The reactants are [CH3:1][O:2][CH2:3][C:4]([C:7]1[O:11][N:10]=[C:9]([NH2:12])[CH:8]=1)([CH3:6])[CH3:5].C(C1C=C(N[C:22](=[O:30])[O:23][C:24]2[CH:29]=[CH:28][CH:27]=[CH:26][CH:25]=2)ON=1)(C)C. No catalyst specified. The product is [CH3:1][O:2][CH2:3][C:4]([C:7]1[O:11][N:10]=[C:9]([NH:12][C:22](=[O:30])[O:23][C:24]2[CH:29]=[CH:28][CH:27]=[CH:26][CH:25]=2)[CH:8]=1)([CH3:6])[CH3:5]. The yield is 0.980. (7) The reactants are C(C1C=C(NC2N=C(NC3C=CC=C(C(O)=O)C=3)C(F)=CN=2)C=CC=1)(O)=O.C[O:29][C:30]([C:32]1[CH:37]=[CH:36][C:35]([NH:38][C:39]2[N:44]=[C:43]([NH:45][C:46]3[CH:51]=[CH:50][C:49]([C:52]([O:54]C)=[O:53])=[CH:48][CH:47]=3)[C:42]([F:56])=[CH:41][N:40]=2)=[CH:34][CH:33]=1)=[O:31].[OH-].[Na+]. No catalyst specified. The product is [C:30]([C:32]1[CH:37]=[CH:36][C:35]([NH:38][C:39]2[N:44]=[C:43]([NH:45][C:46]3[CH:51]=[CH:50][C:49]([C:52]([OH:54])=[O:53])=[CH:48][CH:47]=3)[C:42]([F:56])=[CH:41][N:40]=2)=[CH:34][CH:33]=1)([OH:31])=[O:29]. The yield is 0.590. (8) The reactants are Br[C:2]1[C:11]([CH2:12][O:13][C:14]2[CH:19]=[C:18]([F:20])[CH:17]=[CH:16][C:15]=2[CH3:21])=[C:10]2[C:5]([NH:6][C:7]([CH3:25])([CH3:24])[C:8](=[O:23])[N:9]2[CH3:22])=[CH:4][CH:3]=1.[CH3:26][O:27][C:28]1[CH:33]=[C:32]([O:34][CH2:35][O:36][CH3:37])[CH:31]=[CH:30][C:29]=1B(O)O.C(=O)([O-])[O-].[Cs+].[Cs+].C(OCC)(=O)C. The catalyst is CN(C)C=O.C1C=CC(P(C2C=CC=CC=2)C2C=CC=CC=2)=CC=1.C1C=CC(P(C2C=CC=CC=2)C2C=CC=CC=2)=CC=1.Cl[Pd]Cl.O. The product is [F:20][C:18]1[CH:17]=[CH:16][C:15]([CH3:21])=[C:14]([CH:19]=1)[O:13][CH2:12][C:11]1[C:2]([C:29]2[CH:30]=[CH:31][C:32]([O:34][CH2:35][O:36][CH3:37])=[CH:33][C:28]=2[O:27][CH3:26])=[CH:3][CH:4]=[C:5]2[C:10]=1[N:9]([CH3:22])[C:8](=[O:23])[C:7]([CH3:25])([CH3:24])[NH:6]2. The yield is 0.970. (9) The reactants are [H-].[H-].[H-].[H-].[Li+].[Al+3].[CH3:7][C:8]([C:15]1[NH:16][C:17]2[C:22]([CH:23]=1)=[CH:21][C:20]([N+:24]([O-:26])=[O:25])=[CH:19][CH:18]=2)([CH3:14])[C:9](OCC)=[O:10].O.[OH-].[Na+]. The catalyst is C1COCC1. The product is [CH3:14][C:8]([C:15]1[NH:16][C:17]2[C:22]([CH:23]=1)=[CH:21][C:20]([N+:24]([O-:26])=[O:25])=[CH:19][CH:18]=2)([CH3:7])[CH2:9][OH:10]. The yield is 0.580. (10) The reactants are [NH2:1][C:2]1[CH:3]=[CH:4][C:5]([C:8]2[CH:13]=[CH:12][C:11]([C:14]34[CH2:21][CH2:20][C:17]([CH2:22][C:23]([O:25]C)=[O:24])([CH2:18][CH2:19]3)[O:16][CH2:15]4)=[CH:10][CH:9]=2)=[N:6][CH:7]=1.[CH3:27][C:28]1[O:29][C:30]([C:36]([F:39])([F:38])[F:37])=[C:31]([C:33](O)=[O:34])[N:32]=1.CN(C(ON1N=NC2C=CC=NC1=2)=[N+](C)C)C.F[P-](F)(F)(F)(F)F.[Li+].[OH-]. The catalyst is CN(C=O)C.O.C1COCC1.C(O)(=O)C.CCN(CC)CC. The product is [CH3:27][C:28]1[O:29][C:30]([C:36]([F:39])([F:37])[F:38])=[C:31]([C:33]([NH:1][C:2]2[CH:3]=[CH:4][C:5]([C:8]3[CH:13]=[CH:12][C:11]([C:14]45[CH2:21][CH2:20][C:17]([CH2:22][C:23]([OH:25])=[O:24])([CH2:18][CH2:19]4)[O:16][CH2:15]5)=[CH:10][CH:9]=3)=[N:6][CH:7]=2)=[O:34])[N:32]=1. The yield is 0.190.